From a dataset of Catalyst prediction with 721,799 reactions and 888 catalyst types from USPTO. Predict which catalyst facilitates the given reaction. (1) Reactant: [Cl:1][C:2]1[C:3]2[N:11]=[CH:10][C:9]([C:12]3[C:17]([Cl:18])=[CH:16][CH:15]=[CH:14][N:13]=3)=[CH:8][C:4]=2[N:5]=[CH:6][N:7]=1.[CH3:19][N:20]1[CH2:29][C:28]([CH3:31])([CH3:30])[C:27]2[C:22](=[CH:23][C:24]([NH2:32])=[CH:25][CH:26]=2)[CH2:21]1. Product: [ClH:1].[Cl:18][C:17]1[C:12]([C:9]2[CH:10]=[N:11][C:3]3[C:2]([NH:32][C:24]4[CH:23]=[C:22]5[C:27]([C:28]([CH3:31])([CH3:30])[CH2:29][N:20]([CH3:19])[CH2:21]5)=[CH:26][CH:25]=4)=[N:7][CH:6]=[N:5][C:4]=3[CH:8]=2)=[N:13][CH:14]=[CH:15][CH:16]=1. The catalyst class is: 41. (2) Product: [CH3:15][C:16]1[CH:21]=[CH:20][C:19]([S:22]([O:4][CH2:3][C:2]([F:7])([F:1])[CH2:5][O:6][S:22]([C:19]2[CH:20]=[CH:21][C:13]([CH3:14])=[CH:17][CH:18]=2)(=[O:23])=[O:26])(=[O:24])=[O:23])=[CH:18][CH:17]=1. Reactant: [F:1][C:2]([F:7])([CH2:5][OH:6])[CH2:3][OH:4].C(N([CH2:13][CH3:14])CC)C.[CH3:15][C:16]1[CH:21]=[CH:20][C:19]([S:22](Cl)(=[O:24])=[O:23])=[CH:18][CH:17]=1.[OH2:26]. The catalyst class is: 2. (3) Reactant: O.CN(C)C(=O)C.O.CN1CCCC1=O.[CH:16]1[CH:17]=[CH:18][C:19]([C@@H:22]([NH2:39])[C:23]([NH:25][C@@H:26]2[C:33](=[O:34])[N:32]3[C@@H:27]2[CH2:28][CH2:29][C:30]([Cl:38])=[C:31]3[C:35]([OH:37])=[O:36])=[O:24])=[CH:20][CH:21]=1. Product: [CH:16]1[CH:17]=[CH:18][C:19]([C@@H:22]([NH2:39])[C:23]([NH:25][C@@H:26]2[C:33](=[O:34])[N:32]3[C@@H:27]2[CH2:28][CH2:29][C:30]([Cl:38])=[C:31]3[C:35]([OH:37])=[O:36])=[O:24])=[CH:20][CH:21]=1.[ClH:38]. The catalyst class is: 6.